This data is from Full USPTO retrosynthesis dataset with 1.9M reactions from patents (1976-2016). The task is: Predict the reactants needed to synthesize the given product. (1) Given the product [Br:8][C:6]1[C:5]([F:9])=[CH:4][C:3]([F:10])=[C:2]([CH:20]([C:19]2[CH:22]=[CH:23][CH:24]=[C:17]([F:16])[CH:18]=2)[OH:21])[CH:7]=1, predict the reactants needed to synthesize it. The reactants are: Br[C:2]1[CH:7]=[C:6]([Br:8])[C:5]([F:9])=[CH:4][C:3]=1[F:10].C([Li])CCC.[F:16][C:17]1[CH:18]=[C:19]([CH:22]=[CH:23][CH:24]=1)[CH:20]=[O:21].[Cl-].[NH4+]. (2) The reactants are: C(N(CC)CC)C.[C:8]([O:11][CH2:12][CH2:13][CH2:14][C:15]1[CH:16]=[C:17]2[C:21](=[CH:22][CH:23]=1)[N:20](C(OC(C)(C)C)=O)[CH:19]=[C:18]2[CH:31]=[O:32])(=[O:10])[CH3:9].[CH3:33][O:34][C:35]1[CH:36]=[C:37]([N:41]=[CH:42][C:43]2[CH:48]=[N:47][C:46]([O:49][CH3:50])=[CH:45][N:44]=2)[CH:38]=[N:39][CH:40]=1. Given the product [C:8]([O:11][CH2:12][CH2:13][CH2:14][C:15]1[CH:16]=[C:17]2[C:21](=[CH:22][CH:23]=1)[NH:20][CH:19]=[C:18]2[C:31](=[O:32])[CH:42]([C:43]1[CH:48]=[N:47][C:46]([O:49][CH3:50])=[CH:45][N:44]=1)[NH:41][C:37]1[CH:38]=[N:39][CH:40]=[C:35]([O:34][CH3:33])[CH:36]=1)(=[O:10])[CH3:9], predict the reactants needed to synthesize it.